From a dataset of Merck oncology drug combination screen with 23,052 pairs across 39 cell lines. Regression. Given two drug SMILES strings and cell line genomic features, predict the synergy score measuring deviation from expected non-interaction effect. (1) Drug 1: CCC1=CC2CN(C1)Cc1c([nH]c3ccccc13)C(C(=O)OC)(c1cc3c(cc1OC)N(C)C1C(O)(C(=O)OC)C(OC(C)=O)C4(CC)C=CCN5CCC31C54)C2. Drug 2: COC1=C2CC(C)CC(OC)C(O)C(C)C=C(C)C(OC(N)=O)C(OC)C=CC=C(C)C(=O)NC(=CC1=O)C2=O. Cell line: OCUBM. Synergy scores: synergy=-44.6. (2) Drug 1: N.N.O=C(O)C1(C(=O)O)CCC1.[Pt]. Drug 2: NC1(c2ccc(-c3nc4ccn5c(=O)[nH]nc5c4cc3-c3ccccc3)cc2)CCC1. Cell line: RKO. Synergy scores: synergy=35.3.